This data is from Reaction yield outcomes from USPTO patents with 853,638 reactions. The task is: Predict the reaction yield, written as a fraction of the theoretical maximum amount of product (1.0 means a 100% yield; for example, 0.34 means a 34% yield). The reactants are [CH2:1]([O:5][C:6]1[C:15]2[C:10](=[CH:11][CH:12]=[C:13](/[CH:16]=[CH:17]/[C:18](O)=[O:19])[CH:14]=2)[C:9](=[O:21])[N:8]([CH2:22][C:23]([CH3:26])([CH3:25])[CH3:24])[C:7]=1[CH2:27][NH:28][C:29]([O:31][C:32]([CH3:35])([CH3:34])[CH3:33])=[O:30])[CH2:2][CH2:3][CH3:4].Cl.C([N:39]=C=NCCCN(C)C)C.[NH4+].ON1C2C=CC=CC=2N=N1.O. The catalyst is CN(C)C=O. The product is [CH2:1]([O:5][C:6]1[C:15]2[C:10](=[CH:11][CH:12]=[C:13](/[CH:16]=[CH:17]/[C:18]([NH2:39])=[O:19])[CH:14]=2)[C:9](=[O:21])[N:8]([CH2:22][C:23]([CH3:24])([CH3:25])[CH3:26])[C:7]=1[CH2:27][NH:28][C:29]([O:31][C:32]([CH3:35])([CH3:34])[CH3:33])=[O:30])[CH2:2][CH2:3][CH3:4]. The yield is 0.879.